This data is from Reaction yield outcomes from USPTO patents with 853,638 reactions. The task is: Predict the reaction yield, written as a fraction of the theoretical maximum amount of product (1.0 means a 100% yield; for example, 0.34 means a 34% yield). (1) The reactants are [OH-].[Li+].[CH:3]([O:6][C:7]1[CH:16]=[CH:15][C:10]([C:11]([O:13]C)=[O:12])=[CH:9][C:8]=1[CH3:17])([CH3:5])[CH3:4]. The product is [CH:3]([O:6][C:7]1[CH:16]=[CH:15][C:10]([C:11]([OH:13])=[O:12])=[CH:9][C:8]=1[CH3:17])([CH3:5])[CH3:4]. The catalyst is O1CCCC1.O. The yield is 0.820. (2) The reactants are Br[C:2]1O[C:5]([CH2:7][N:8]([CH3:10])[CH3:9])=[CH:4][CH:3]=1.[CH:11]([C:13]1[CH:18]=[CH:17][CH:16]=[CH:15][C:14]=1B(O)O)=[O:12].[C:22](=O)([O-])[O-].[Na+].[Na+].Cl. The catalyst is Cl[Pd](Cl)([P](C1C=CC=CC=1)(C1C=CC=CC=1)C1C=CC=CC=1)[P](C1C=CC=CC=1)(C1C=CC=CC=1)C1C=CC=CC=1.C(#N)C. The product is [CH3:9][N:8]([CH2:7][C:5]1[CH2:22][C:2]([C:14]2[CH:15]=[CH:16][CH:17]=[CH:18][C:13]=2[CH:11]=[O:12])=[CH:3][CH:4]=1)[CH3:10]. The yield is 0.690. (3) The reactants are [C:1]([O:5][C:6]([N:8]1[C@@H:13]([CH2:14][O:15][Si](C(C)(C)C)(C)C)[CH2:12][O:11][C@H:10]([O:23][CH2:24][CH3:25])[CH2:9]1)=[O:7])([CH3:4])([CH3:3])[CH3:2].[F-].C([N+](CCCC)(CCCC)CCCC)CCC. The catalyst is O1CCCC1. The product is [C:1]([O:5][C:6]([N:8]1[C@@H:13]([CH2:14][OH:15])[CH2:12][O:11][C@H:10]([O:23][CH2:24][CH3:25])[CH2:9]1)=[O:7])([CH3:4])([CH3:3])[CH3:2]. The yield is 0.920. (4) The reactants are Cl[C:2]1[N:6]([CH3:7])[N:5]=[CH:4][C:3]=1[N+:8]([O-:10])=[O:9].CC1(C)C(C)(C)OB([C:19]2[CH2:24][CH2:23][N:22]([C:25]([O:27][C:28]([CH3:31])([CH3:30])[CH3:29])=[O:26])[CH2:21][CH:20]=2)O1. No catalyst specified. The product is [CH3:7][N:6]1[C:2]([C:19]2[CH2:24][CH2:23][N:22]([C:25]([O:27][C:28]([CH3:31])([CH3:30])[CH3:29])=[O:26])[CH2:21][CH:20]=2)=[C:3]([N+:8]([O-:10])=[O:9])[CH:4]=[N:5]1. The yield is 0.800. (5) The reactants are [C:1]1([P:7]([C:14]2[CH:19]=[CH:18][CH:17]=[CH:16][CH:15]=2)[C:8]2[CH:13]=[CH:12][CH:11]=[CH:10][CH:9]=2)[CH:6]=[CH:5][CH:4]=[CH:3][CH:2]=1.[Br:20][CH2:21][C:22]1[N:23]=[N:24][N:25]([C:27]2[CH:32]=[CH:31][CH:30]=[C:29]([Cl:33])[CH:28]=2)[N:26]=1. The product is [BrH:20].[Cl:33][C:29]1[CH:28]=[C:27]([N:25]2[N:24]=[N:23][C:22]([CH2:21][PH:7]([C:1]3[CH:2]=[CH:3][CH:4]=[CH:5][CH:6]=3)([C:8]3[CH:13]=[CH:12][CH:11]=[CH:10][CH:9]=3)[C:14]3[CH:15]=[CH:16][CH:17]=[CH:18][CH:19]=3)=[N:26]2)[CH:32]=[CH:31][CH:30]=1. The yield is 0.900. The catalyst is C1(C)C=CC=CC=1.